This data is from Catalyst prediction with 721,799 reactions and 888 catalyst types from USPTO. The task is: Predict which catalyst facilitates the given reaction. (1) Reactant: [C:1]([C:5]1[N:10]=[C:9]([N:11]2[CH2:16][CH2:15][N:14]([CH2:17][CH2:18][CH2:19][Cl:20])[CH2:13][CH2:12]2)[CH:8]=[C:7]([C:21]([CH3:24])([CH3:23])[CH3:22])[N:6]=1)([CH3:4])([CH3:3])[CH3:2].[CH3:25][N:26]1[CH:30]=[N:29][N:28]=[C:27]1[SH:31].[I-].[K+].O. Product: [ClH:20].[C:1]([C:5]1[N:10]=[C:9]([N:11]2[CH2:16][CH2:15][N:14]([CH2:17][CH2:18][CH2:19][S:31][C:27]3[N:26]([CH3:25])[CH:30]=[N:29][N:28]=3)[CH2:13][CH2:12]2)[CH:8]=[C:7]([C:21]([CH3:24])([CH3:23])[CH3:22])[N:6]=1)([CH3:4])([CH3:3])[CH3:2]. The catalyst class is: 42. (2) Reactant: [F:1][C:2]([F:18])([C:7]1[CH:11]=[CH:10][N:9](CN2CCCC2)[N:8]=1)[C:3]([F:6])([F:5])[F:4].CCCCCC.C([Li])CCC.[CH3:30][C:31]1[CH:32]=[C:33]([CH:36]=[CH:37][C:38]=1[N+:39]([O-:41])=[O:40])[CH:34]=[O:35]. Product: [CH3:30][C:31]1[CH:32]=[C:33]([CH:34]([C:10]2[NH:9][N:8]=[C:7]([C:2]([F:1])([F:18])[C:3]([F:4])([F:5])[F:6])[CH:11]=2)[OH:35])[CH:36]=[CH:37][C:38]=1[N+:39]([O-:41])=[O:40]. The catalyst class is: 1. (3) The catalyst class is: 216. Reactant: Cl[C:2]1[N:7]=[CH:6][N:5]=[C:4]([NH:8][C:9]2[CH:20]=[CH:19][C:12]([CH2:13][NH:14][S:15]([CH3:18])(=[O:17])=[O:16])=[CH:11][CH:10]=2)[CH:3]=1.[CH3:21][O:22][C:23]1[CH:28]=[CH:27][CH:26]=[CH:25][C:24]=1B(O)O.C([O-])([O-])=O.[Na+].[Na+].O. Product: [CH3:21][O:22][C:23]1[CH:28]=[CH:27][CH:26]=[CH:25][C:24]=1[C:2]1[N:7]=[CH:6][N:5]=[C:4]([NH:8][C:9]2[CH:20]=[CH:19][C:12]([CH2:13][NH:14][S:15]([CH3:18])(=[O:17])=[O:16])=[CH:11][CH:10]=2)[CH:3]=1.